This data is from Forward reaction prediction with 1.9M reactions from USPTO patents (1976-2016). The task is: Predict the product of the given reaction. (1) Given the reactants C(OC([N:11]1[CH:17]([C:18]2[NH:19][C:20]([C:23]3[CH:35]=[CH:34][C:33]4[C:32]5[C:27](=[CH:28][C:29]([C:36]6[CH:62]=[CH:61][C:39]7[N:40]=[C:41]([CH:43]8[CH:48]9[CH2:49][CH:45]([CH2:46][CH2:47]9)[N:44]8[C:50](=[O:60])[CH:51]([NH:55][C:56]([O:58][CH3:59])=[O:57])[CH:52]([CH3:54])[CH3:53])[NH:42][C:38]=7[CH:37]=6)=[CH:30][CH:31]=5)[C:26]([F:64])([F:63])[C:25]=4[CH:24]=3)=[CH:21][CH:22]=2)[CH2:16][C:13]2([CH2:15][CH2:14]2)[CH2:12]1)=O)C1C=CC=CC=1, predict the reaction product. The product is: [CH3:59][O:58][C:56](=[O:57])[NH:55][CH:51]([C:50]([N:44]1[CH:43]([C:41]2[NH:42][C:38]3[CH:37]=[C:36]([C:29]4[CH:30]=[CH:31][C:32]5[C:33]6[C:25](=[CH:24][C:23]([C:20]7[NH:19][C:18]([CH:17]8[CH2:16][C:13]9([CH2:14][CH2:15]9)[CH2:12][NH:11]8)=[CH:22][CH:21]=7)=[CH:35][CH:34]=6)[C:26]([F:64])([F:63])[C:27]=5[CH:28]=4)[CH:62]=[CH:61][C:39]=3[N:40]=2)[CH:48]2[CH2:49][CH:45]1[CH2:46][CH2:47]2)=[O:60])[CH:52]([CH3:54])[CH3:53]. (2) Given the reactants [Cl:1][C:2]1[CH:3]=[CH:4][C:5](F)=[C:6]([CH:9]=1)[CH:7]=[O:8].[OH:11][C:12]1[CH:21]=[CH:20][C:15]([C:16]([O:18][CH3:19])=[O:17])=[CH:14][CH:13]=1.C([O-])([O-])=O.[K+].[K+], predict the reaction product. The product is: [CH3:19][O:18][C:16](=[O:17])[C:15]1[CH:20]=[CH:21][C:12]([O:11][C:5]2[CH:4]=[CH:3][C:2]([Cl:1])=[CH:9][C:6]=2[CH:7]=[O:8])=[CH:13][CH:14]=1. (3) Given the reactants C[O:2][C:3](=[O:35])[C:4]([O:7][C:8]1[CH:13]=[C:12]([Cl:14])[C:11]([O:15][CH2:16][C:17]2[N:18]([CH3:33])[N:19]=[C:20]([C:22]3[CH:27]=[CH:26][C:25]([O:28][C:29]([F:32])([F:31])[F:30])=[CH:24][CH:23]=3)[CH:21]=2)=[CH:10][C:9]=1[Cl:34])([CH3:6])[CH3:5].[Li+].[OH-], predict the reaction product. The product is: [Cl:34][C:9]1[CH:10]=[C:11]([O:15][CH2:16][C:17]2[N:18]([CH3:33])[N:19]=[C:20]([C:22]3[CH:27]=[CH:26][C:25]([O:28][C:29]([F:30])([F:31])[F:32])=[CH:24][CH:23]=3)[CH:21]=2)[C:12]([Cl:14])=[CH:13][C:8]=1[O:7][C:4]([CH3:5])([CH3:6])[C:3]([OH:35])=[O:2]. (4) Given the reactants [C:1]([C:3]1[CH:8]=[C:7]([O:9][CH3:10])[C:6]([O:11][CH2:12][C:13]2[CH:18]=[CH:17][CH:16]=[C:15]([S:19]([CH3:27])(=[N:21][C:22]([O:24][CH2:25][CH3:26])=[O:23])=[O:20])[CH:14]=2)=[CH:5][C:4]=1[N:28]=[CH:29]N(C)C)#[N:2].[NH2:33][C:34]1[CH:35]=[CH:36][C:37]([CH3:40])=[N:38][CH:39]=1, predict the reaction product. The product is: [CH2:25]([O:24][C:22]([N:21]=[S:19]([CH3:27])([C:15]1[CH:16]=[CH:17][CH:18]=[C:13]([CH2:12][O:11][C:6]2[CH:5]=[C:4]3[C:3]([C:1]([NH:33][C:34]4[CH:35]=[CH:36][C:37]([CH3:40])=[N:38][CH:39]=4)=[N:2][CH:29]=[N:28]3)=[CH:8][C:7]=2[O:9][CH3:10])[CH:14]=1)=[O:20])=[O:23])[CH3:26]. (5) Given the reactants [CH3:1][O:2][C:3]1[CH:4]=[C:5]([NH:11][C:12]2[C:13]3[N:29]=[CH:28][S:27][C:14]=3[N:15]=[C:16]([N:18]3[CH2:23][CH2:22][CH2:21][CH:20]([C:24](O)=[O:25])[CH2:19]3)[N:17]=2)[CH:6]=[CH:7][C:8]=1[O:9][CH3:10].[NH2:30][C:31]1[CH:32]=[C:33]2[C:37](=[CH:38][CH:39]=1)[C:36](=[O:40])[NH:35][C:34]2=[O:41].O=P(Cl)(Cl)Cl.C([O-])(O)=O.[Na+], predict the reaction product. The product is: [CH3:1][O:2][C:3]1[CH:4]=[C:5]([NH:11][C:12]2[C:13]3[N:29]=[CH:28][S:27][C:14]=3[N:15]=[C:16]([N:18]3[CH2:23][CH2:22][CH2:21][CH:20]([C:24]([NH:30][C:31]4[CH:32]=[C:33]5[C:37](=[CH:38][CH:39]=4)[C:36](=[O:40])[NH:35][C:34]5=[O:41])=[O:25])[CH2:19]3)[N:17]=2)[CH:6]=[CH:7][C:8]=1[O:9][CH3:10]. (6) Given the reactants [C:1]([O:5][C:6]([N:8]1[CH2:13][CH2:12][CH2:11][CH2:10][C@H:9]1[CH2:14][NH2:15])=[O:7])([CH3:4])([CH3:3])[CH3:2].Cl[C:17]1[CH:26]=[CH:25][C:24]2[C:19](=[N:20][CH:21]=[CH:22][CH:23]=2)[N:18]=1, predict the reaction product. The product is: [C:1]([O:5][C:6]([N:8]1[CH2:13][CH2:12][CH2:11][CH2:10][C@H:9]1[CH2:14][NH:15][C:17]1[CH:26]=[CH:25][C:24]2[C:19](=[N:20][CH:21]=[CH:22][CH:23]=2)[N:18]=1)=[O:7])([CH3:4])([CH3:3])[CH3:2]. (7) Given the reactants Br[C:2]1[N:3]=[CH:4][C:5]([NH:8][C:9](=[O:26])[CH:10]([NH:14][C:15](=[O:25])[CH2:16][C:17]2[CH:22]=[C:21]([F:23])[CH:20]=[C:19]([F:24])[CH:18]=2)[CH2:11][CH2:12][CH3:13])=[N:6][CH:7]=1.[CH2:27]([NH:34][CH3:35])[C:28]1[CH:33]=[CH:32][CH:31]=[CH:30][CH:29]=1, predict the reaction product. The product is: [CH2:27]([N:34]([CH3:35])[C:2]1[N:3]=[CH:4][C:5]([NH:8][C:9](=[O:26])[CH:10]([NH:14][C:15](=[O:25])[CH2:16][C:17]2[CH:22]=[C:21]([F:23])[CH:20]=[C:19]([F:24])[CH:18]=2)[CH2:11][CH2:12][CH3:13])=[N:6][CH:7]=1)[C:28]1[CH:33]=[CH:32][CH:31]=[CH:30][CH:29]=1.